This data is from NCI-60 drug combinations with 297,098 pairs across 59 cell lines. The task is: Regression. Given two drug SMILES strings and cell line genomic features, predict the synergy score measuring deviation from expected non-interaction effect. Drug 1: CCC1=CC2CC(C3=C(CN(C2)C1)C4=CC=CC=C4N3)(C5=C(C=C6C(=C5)C78CCN9C7C(C=CC9)(C(C(C8N6C)(C(=O)OC)O)OC(=O)C)CC)OC)C(=O)OC.C(C(C(=O)O)O)(C(=O)O)O. Drug 2: CCC1(CC2CC(C3=C(CCN(C2)C1)C4=CC=CC=C4N3)(C5=C(C=C6C(=C5)C78CCN9C7C(C=CC9)(C(C(C8N6C=O)(C(=O)OC)O)OC(=O)C)CC)OC)C(=O)OC)O.OS(=O)(=O)O. Cell line: IGROV1. Synergy scores: CSS=52.1, Synergy_ZIP=-1.80, Synergy_Bliss=2.76, Synergy_Loewe=5.78, Synergy_HSA=5.56.